From a dataset of HIV replication inhibition screening data with 41,000+ compounds from the AIDS Antiviral Screen. Binary Classification. Given a drug SMILES string, predict its activity (active/inactive) in a high-throughput screening assay against a specified biological target. (1) The molecule is Nn1c(-c2ccccc2)nn(C(=O)c2ccccc2)c1=O. The result is 0 (inactive). (2) The molecule is Clc1ccccc1C1SCc2nc3ncccc3n21. The result is 0 (inactive).